Dataset: Reaction yield outcomes from USPTO patents with 853,638 reactions. Task: Predict the reaction yield, written as a fraction of the theoretical maximum amount of product (1.0 means a 100% yield; for example, 0.34 means a 34% yield). (1) The reactants are [O:1]1[C:5]([C:6]2[CH:11]=[CH:10][C:9]([NH:12][C:13]([NH2:15])=[NH:14])=[CH:8][CH:7]=2)=[CH:4][N:3]=[CH:2]1.[C:16]([N:19]1[CH2:24][CH2:23][C:22](=O)[CH:21]([C:26](OC)=[O:27])[CH2:20]1)(=[O:18])[CH3:17].[O-]CC.[Na+].O. The catalyst is C(O)C. The product is [OH:27][C:26]1[C:21]2[CH2:20][N:19]([C:16](=[O:18])[CH3:17])[CH2:24][CH2:23][C:22]=2[N:14]=[C:13]([NH:12][C:9]2[CH:8]=[CH:7][C:6]([C:5]3[O:1][CH:2]=[N:3][CH:4]=3)=[CH:11][CH:10]=2)[N:15]=1. The yield is 0.618. (2) The reactants are C[O:2][C:3](=[O:41])[C:4]1[CH:9]=[CH:8][C:7]([NH:10][C:11]([N:13]2[CH2:17][C@@H:16]([CH2:18][C:19]([CH3:22])([CH3:21])[CH3:20])[C@@:15]([C:25]3[CH:30]=[CH:29][C:28]([Cl:31])=[CH:27][C:26]=3[F:32])([C:23]#[N:24])[C@H:14]2[C:33]2[CH:38]=[CH:37][CH:36]=[C:35]([Cl:39])[C:34]=2[F:40])=[O:12])=[CH:6][CH:5]=1.[Li+].[OH-]. The catalyst is C1COCC1.CO. The product is [Cl:39][C:35]1[C:34]([F:40])=[C:33]([C@@H:14]2[C@:15]([C:25]3[CH:30]=[CH:29][C:28]([Cl:31])=[CH:27][C:26]=3[F:32])([C:23]#[N:24])[C@H:16]([CH2:18][C:19]([CH3:22])([CH3:21])[CH3:20])[CH2:17][N:13]2[C:11]([NH:10][C:7]2[CH:6]=[CH:5][C:4]([C:3]([OH:41])=[O:2])=[CH:9][CH:8]=2)=[O:12])[CH:38]=[CH:37][CH:36]=1. The yield is 1.00. (3) The reactants are [F:1][C:2]1[C:3]([CH2:23][N:24](C)[C:25](=O)OC(C)(C)C)=[CH:4][N:5]([S:14]([C:17]2[CH:18]=[N:19][N:20]([CH3:22])[CH:21]=2)(=[O:16])=[O:15])[C:6]=1[C:7]1[C:8]([F:13])=[N:9][CH:10]=[CH:11][CH:12]=1.C(OCC)(=O)C.[ClH:39]. The catalyst is CC(O)C. The product is [ClH:39].[F:1][C:2]1[C:3]([CH2:23][NH:24][CH3:25])=[CH:4][N:5]([S:14]([C:17]2[CH:18]=[N:19][N:20]([CH3:22])[CH:21]=2)(=[O:16])=[O:15])[C:6]=1[C:7]1[C:8]([F:13])=[N:9][CH:10]=[CH:11][CH:12]=1. The yield is 0.720. (4) The reactants are [N:1]1([C:15](=[O:20])[C:16]([F:19])([F:18])[F:17])[CH2:8][CH:7]=[CH:6][CH2:5][N:4]([C:9](=[O:14])[C:10]([F:13])([F:12])[F:11])[CH2:3][CH2:2]1.C(OC)(=O)C1C=CC=CC=1. The catalyst is CCCCCCC.CCOCC. The product is [N:1]1([C:15](=[O:20])[C:16]([F:17])([F:18])[F:19])[CH2:8][CH:7]=[CH:6][CH2:5][N:4]([C:9](=[O:14])[C:10]([F:13])([F:11])[F:12])[CH2:3][CH2:2]1. The yield is 0.250. (5) The reactants are [CH:1]1([CH2:6][CH:7]([C:11]2[CH:16]=[CH:15][C:14]([F:17])=[C:13]([C:18]([F:21])([F:20])[F:19])[CH:12]=2)[C:8]([OH:10])=[O:9])[CH2:5][CH2:4][CH2:3][CH2:2]1.S(=O)(=O)(O)O.[CH3:27]O. No catalyst specified. The product is [CH3:27][O:9][C:8](=[O:10])[CH:7]([C:11]1[CH:16]=[CH:15][C:14]([F:17])=[C:13]([C:18]([F:21])([F:19])[F:20])[CH:12]=1)[CH2:6][CH:1]1[CH2:5][CH2:4][CH2:3][CH2:2]1. The yield is 0.875. (6) The reactants are [Br:1][C:2]1[CH:11]=[CH:10][CH:9]=[C:8]2[C:3]=1[C:4](=[O:19])[CH2:5][N:6]([C:12]([O:14][C:15]([CH3:18])([CH3:17])[CH3:16])=[O:13])[CH2:7]2.[BH4-].[Na+]. The catalyst is C1COCC1.CO. The product is [Br:1][C:2]1[CH:11]=[CH:10][CH:9]=[C:8]2[C:3]=1[CH:4]([OH:19])[CH2:5][N:6]([C:12]([O:14][C:15]([CH3:17])([CH3:16])[CH3:18])=[O:13])[CH2:7]2. The yield is 0.860. (7) The catalyst is CC#N.O. The product is [F:33][C:2]1([F:1])[O:6][C:5]2[CH:7]=[CH:8][C:9]([C:11]3([C:14]([NH:16][C:17]4[CH:18]=[CH:19][C:20]([CH3:32])=[C:21]([C:23]5[CH:28]=[C:27]([CH3:29])[NH:26][C:25](=[O:30])[CH:24]=5)[N:22]=4)=[O:15])[CH2:13][CH2:12]3)=[CH:10][C:4]=2[O:3]1. The reactants are [F:1][C:2]1([F:33])[O:6][C:5]2[CH:7]=[CH:8][C:9]([C:11]3([C:14]([NH:16][C:17]4[N:22]=[C:21]([C:23]5[CH:28]=[C:27]([CH3:29])[N:26]=[C:25]([O:30]C)[CH:24]=5)[C:20]([CH3:32])=[CH:19][CH:18]=4)=[O:15])[CH2:13][CH2:12]3)=[CH:10][C:4]=2[O:3]1.[Si](I)(C)(C)C.CO.C(OCC)(=O)C. The yield is 0.817. (8) The reactants are [NH2:1][C:2]1[S:6][N:5]=[C:4]([C:7]2[CH:12]=[CH:11][C:10]([N+:13]([O-:15])=O)=[CH:9][CH:8]=2)[C:3]=1[C:16]#[N:17].[OH2:18].[CH:19]([NH2:21])=O. No catalyst specified. The product is [N+:13]([C:10]1[CH:9]=[CH:8][C:7]([C:4]2[C:3]3[C:2](=[N:1][CH:19]=[N:21][C:16]=3[NH2:17])[S:6][N:5]=2)=[CH:12][CH:11]=1)([O-:15])=[O:18]. The yield is 0.840. (9) The reactants are C([O:3][C:4](=[O:32])[CH:5](C(OCC)=O)[CH:6]([C:18]1[CH:23]=[CH:22][C:21]([N+:24]([O-:26])=[O:25])=[CH:20][CH:19]=1)[CH:7](C(OCC)=O)[C:8]([O:10]CC)=[O:9])C. The catalyst is Cl. The product is [N+:24]([C:21]1[CH:22]=[CH:23][C:18]([CH:6]([CH2:7][C:8]([OH:10])=[O:9])[CH2:5][C:4]([OH:32])=[O:3])=[CH:19][CH:20]=1)([O-:26])=[O:25]. The yield is 0.880.